This data is from NCI-60 drug combinations with 297,098 pairs across 59 cell lines. The task is: Regression. Given two drug SMILES strings and cell line genomic features, predict the synergy score measuring deviation from expected non-interaction effect. (1) Drug 1: CN1CCC(CC1)COC2=C(C=C3C(=C2)N=CN=C3NC4=C(C=C(C=C4)Br)F)OC. Drug 2: C1=C(C(=O)NC(=O)N1)N(CCCl)CCCl. Cell line: SK-MEL-2. Synergy scores: CSS=17.7, Synergy_ZIP=-2.39, Synergy_Bliss=0.917, Synergy_Loewe=-2.01, Synergy_HSA=-1.61. (2) Drug 1: C1C(C(OC1N2C=C(C(=O)NC2=O)F)CO)O. Drug 2: C(CN)CNCCSP(=O)(O)O. Cell line: BT-549. Synergy scores: CSS=15.4, Synergy_ZIP=-2.82, Synergy_Bliss=2.21, Synergy_Loewe=0.230, Synergy_HSA=4.30. (3) Drug 1: C1=CC(=CC=C1CCCC(=O)O)N(CCCl)CCCl. Drug 2: CC1CCCC2(C(O2)CC(NC(=O)CC(C(C(=O)C(C1O)C)(C)C)O)C(=CC3=CSC(=N3)C)C)C. Cell line: M14. Synergy scores: CSS=3.01, Synergy_ZIP=-3.51, Synergy_Bliss=1.05, Synergy_Loewe=-1.98, Synergy_HSA=-1.30. (4) Drug 1: CC(C1=C(C=CC(=C1Cl)F)Cl)OC2=C(N=CC(=C2)C3=CN(N=C3)C4CCNCC4)N. Drug 2: C1=CC(=C2C(=C1NCCNCCO)C(=O)C3=C(C=CC(=C3C2=O)O)O)NCCNCCO. Cell line: OVCAR3. Synergy scores: CSS=32.6, Synergy_ZIP=14.3, Synergy_Bliss=13.6, Synergy_Loewe=-4.95, Synergy_HSA=11.7. (5) Drug 1: CC1=C2C(C(=O)C3(C(CC4C(C3C(C(C2(C)C)(CC1OC(=O)C(C(C5=CC=CC=C5)NC(=O)C6=CC=CC=C6)O)O)OC(=O)C7=CC=CC=C7)(CO4)OC(=O)C)O)C)OC(=O)C. Drug 2: C1CNP(=O)(OC1)N(CCCl)CCCl. Cell line: UACC62. Synergy scores: CSS=44.5, Synergy_ZIP=-2.06, Synergy_Bliss=-3.63, Synergy_Loewe=-74.9, Synergy_HSA=-4.61. (6) Drug 1: CC12CCC3C(C1CCC2O)C(CC4=C3C=CC(=C4)O)CCCCCCCCCS(=O)CCCC(C(F)(F)F)(F)F. Drug 2: C(CC(=O)O)C(=O)CN.Cl. Cell line: EKVX. Synergy scores: CSS=5.49, Synergy_ZIP=-0.495, Synergy_Bliss=3.31, Synergy_Loewe=1.03, Synergy_HSA=0.847.